This data is from Reaction yield outcomes from USPTO patents with 853,638 reactions. The task is: Predict the reaction yield, written as a fraction of the theoretical maximum amount of product (1.0 means a 100% yield; for example, 0.34 means a 34% yield). (1) The reactants are [CH3:1][O:2][C:3]([O:6][CH3:7])([CH3:5])[CH3:4].[I:8][C:9]1([CH2:12][C@@H](O)CO)[CH2:11][CH2:10]1. The catalyst is ClCCl.C1(C)C=CC(S([O-])(=O)=O)=CC=1.[NH+]1C=CC=CC=1. The product is [I:8][C:9]1([CH2:12][C@@H:1]2[CH2:7][O:6][C:3]([CH3:5])([CH3:4])[O:2]2)[CH2:11][CH2:10]1. The yield is 0.500. (2) The reactants are [CH3:1][O:2][C:3]1[CH:10]=[C:9]([O:11][CH3:12])[CH:8]=[CH:7][C:4]=1[CH2:5][NH2:6].[CH:13](OCC)=[O:14]. No catalyst specified. The product is [CH3:1][O:2][C:3]1[CH:10]=[C:9]([O:11][CH3:12])[CH:8]=[CH:7][C:4]=1[CH2:5][NH:6][CH:13]=[O:14]. The yield is 0.590. (3) The reactants are [Br:1]N1C(=O)CCC1=O.C(=O)([O-])O.[Na+].[N:14]1[N:18]2[CH:19]=[CH:20][CH:21]=[CH:22][C:17]2=[C:16](C(O)=O)[CH:15]=1. The catalyst is O. The product is [Br:1][C:16]1[CH:15]=[N:14][N:18]2[CH:19]=[CH:20][CH:21]=[CH:22][C:17]=12. The yield is 0.760. (4) The reactants are [Br:1][C:2]1[CH:6]=[N:5][N:4]([CH3:7])[C:3]=1[C:8]1[CH:9]=[C:10]([NH2:23])[CH:11]=[CH:12][C:13]=1[O:14][CH2:15][C:16]1[CH:21]=[CH:20][C:19]([Cl:22])=[CH:18][CH:17]=1.[Cl:24][C:25]1[CH:30]=[CH:29][C:28]([N:31]=[C:32]=[O:33])=[CH:27][CH:26]=1. The catalyst is C(Cl)Cl. The product is [Br:1][C:2]1[CH:6]=[N:5][N:4]([CH3:7])[C:3]=1[C:8]1[CH:9]=[C:10]([NH:23][C:32]([NH:31][C:28]2[CH:29]=[CH:30][C:25]([Cl:24])=[CH:26][CH:27]=2)=[O:33])[CH:11]=[CH:12][C:13]=1[O:14][CH2:15][C:16]1[CH:21]=[CH:20][C:19]([Cl:22])=[CH:18][CH:17]=1. The yield is 0.650. (5) The reactants are [CH:1]([C:4]1[CH:10]=[CH:9][CH:8]=[CH:7][C:5]=1[NH2:6])([CH3:3])[CH3:2].N1C=CC=CC=1.Cl[C:18]([O:20][C:21]1[CH:26]=[CH:25][CH:24]=[CH:23][CH:22]=1)=[O:19]. The catalyst is C1COCC1. The product is [CH:1]([C:4]1[CH:10]=[CH:9][CH:8]=[CH:7][C:5]=1[NH:6][C:18](=[O:19])[O:20][C:21]1[CH:26]=[CH:25][CH:24]=[CH:23][CH:22]=1)([CH3:3])[CH3:2]. The yield is 0.340. (6) The reactants are [CH2:1]([O:3][C:4]1[C:16]([CH:17]([CH3:19])[CH3:18])=[CH:15][CH:14]=[CH:13][C:5]=1[CH2:6][N:7]([CH3:12])[C:8](=[O:11])[CH:9]=[CH2:10])[CH3:2].C(N(C(C)C)CC)(C)C.Br[C:30]1[CH:50]=[N:49][C:33]2[NH:34][C:35](=[O:48])[CH2:36][N:37]([CH2:39][C:40]3[CH:45]=[CH:44][C:43]([O:46][CH3:47])=[CH:42][CH:41]=3)[CH2:38][C:32]=2[CH:31]=1.CC1C=CC=CC=1P(C1C=CC=CC=1C)C1C=CC=CC=1C. The catalyst is C(#N)CC.CN(C=O)C.CC([O-])=O.CC([O-])=O.[Pd+2]. The product is [CH2:1]([O:3][C:4]1[C:16]([CH:17]([CH3:18])[CH3:19])=[CH:15][CH:14]=[CH:13][C:5]=1[CH2:6][N:7]([CH3:12])[C:8](=[O:11])/[CH:9]=[CH:10]/[C:30]1[CH:50]=[N:49][C:33]2[NH:34][C:35](=[O:48])[CH2:36][N:37]([CH2:39][C:40]3[CH:45]=[CH:44][C:43]([O:46][CH3:47])=[CH:42][CH:41]=3)[CH2:38][C:32]=2[CH:31]=1)[CH3:2]. The yield is 0.440. (7) The reactants are [C:1]([OH:25])(=[O:24])[CH2:2][CH2:3][CH2:4][CH2:5][CH2:6][CH2:7][CH2:8][CH2:9][C:10]#[C:11][C:12]#[C:13][CH2:14][CH2:15][CH2:16][CH2:17][CH2:18][CH2:19][CH2:20][CH2:21][CH2:22][CH3:23].[CH3:26]O.S(=O)(=O)(O)O. The catalyst is CCOCC. The product is [C:1]([O:25][CH3:26])(=[O:24])[CH2:2][CH2:3][CH2:4][CH2:5][CH2:6][CH2:7][CH2:8][CH2:9][C:10]#[C:11][C:12]#[C:13][CH2:14][CH2:15][CH2:16][CH2:17][CH2:18][CH2:19][CH2:20][CH2:21][CH2:22][CH3:23]. The yield is 0.740. (8) The reactants are CC1(C)[O:7][CH2:6][CH:5]([C:8]2[CH:9]=[C:10]([C:14]3[N:23]=[C:22]([NH:24][CH2:25][C:26]4[CH:31]=[CH:30][CH:29]=[CH:28][N:27]=4)[C:21]4[C:16](=[CH:17][CH:18]=[CH:19][C:20]=4[C:32]4[CH:37]=[CH:36][CH:35]=[CH:34][CH:33]=4)[N:15]=3)[CH:11]=[N:12][CH:13]=2)[CH2:4][O:3]1.CC1C=CC(S(O)(=O)=O)=CC=1. The catalyst is CO. The product is [C:32]1([C:20]2[CH:19]=[CH:18][CH:17]=[C:16]3[C:21]=2[C:22]([NH:24][CH2:25][C:26]2[CH:31]=[CH:30][CH:29]=[CH:28][N:27]=2)=[N:23][C:14]([C:10]2[CH:9]=[C:8]([CH:5]([CH2:4][OH:3])[CH2:6][OH:7])[CH:13]=[N:12][CH:11]=2)=[N:15]3)[CH:37]=[CH:36][CH:35]=[CH:34][CH:33]=1. The yield is 0.440. (9) The catalyst is CN(C=O)C. The yield is 0.860. The reactants are [CH2:1]([O:8][C:9]1[CH:10]=[C:11]([CH:15]=[C:16]([O:19][CH2:20][C:21]2[CH:26]=[CH:25][CH:24]=[CH:23][CH:22]=2)[C:17]=1[Br:18])[C:12]([OH:14])=[O:13])[C:2]1[CH:7]=[CH:6][CH:5]=[CH:4][CH:3]=1.C1N=CN(C(N2C=NC=C2)=O)C=1.[CH3:39][C:40](O)([CH3:42])[CH3:41].C1CCN2C(=NCCC2)CC1.Cl. The product is [C:40]([O:13][C:12](=[O:14])[C:11]1[CH:10]=[C:9]([O:8][CH2:1][C:2]2[CH:3]=[CH:4][CH:5]=[CH:6][CH:7]=2)[C:17]([Br:18])=[C:16]([O:19][CH2:20][C:21]2[CH:26]=[CH:25][CH:24]=[CH:23][CH:22]=2)[CH:15]=1)([CH3:42])([CH3:41])[CH3:39]. (10) The reactants are [C:1]([N:4]1[CH2:9][CH2:8][C:7]2[N:10]([CH2:23][CH:24](O)[CH2:25][N:26]3[CH2:31][CH2:30][N:29]([C:32]4[CH:39]=[CH:38][CH:37]=[CH:36][C:33]=4[C:34]#[N:35])[CH2:28][CH2:27]3)[N:11]=[C:12]([C:13]3[CH:18]=[CH:17][C:16]([C:19]([F:22])([F:21])[F:20])=[CH:15][CH:14]=3)[C:6]=2[CH2:5]1)(=[O:3])[CH3:2].CCN(S(F)(F)[F:47])CC.CO.C(Cl)Cl. The catalyst is C(Cl)Cl. The product is [C:1]([N:4]1[CH2:9][CH2:8][C:7]2[N:10]([CH2:23][CH:24]([F:47])[CH2:25][N:26]3[CH2:31][CH2:30][N:29]([C:32]4[CH:39]=[CH:38][CH:37]=[CH:36][C:33]=4[C:34]#[N:35])[CH2:28][CH2:27]3)[N:11]=[C:12]([C:13]3[CH:18]=[CH:17][C:16]([C:19]([F:22])([F:21])[F:20])=[CH:15][CH:14]=3)[C:6]=2[CH2:5]1)(=[O:3])[CH3:2]. The yield is 0.500.